Predict the reactants needed to synthesize the given product. From a dataset of Full USPTO retrosynthesis dataset with 1.9M reactions from patents (1976-2016). (1) Given the product [Cl:53][C:52]1[C:29]2[C:28]([O:27][C:26]3[CH:25]=[C:24]([NH:23][C:18](=[O:22])[CH:17]=[CH2:16])[CH:64]=[C:63]([F:65])[CH:62]=3)=[N:33][C:32]([NH:34][C:35]3[CH:40]=[CH:39][C:38]([N:41]4[CH2:42][CH2:43][N:44]([CH3:47])[CH2:45][CH2:46]4)=[CH:37][C:36]=3[O:48][CH3:49])=[N:31][C:30]=2[N:50]([CH2:54][O:55][CH2:56][CH2:57][Si:58]([CH3:59])([CH3:60])[CH3:61])[CH:51]=1, predict the reactants needed to synthesize it. The reactants are: ClC1N2N=CC=C2N=C(SC)N=1.[N+]([C:16]1[CH:17]=[C:18]([OH:22])C=CC=1)([O-])=O.[NH2:23][C:24]1[CH:25]=[C:26]([CH:62]=[C:63]([F:65])[CH:64]=1)[O:27][C:28]1[C:29]2[C:52]([Cl:53])=[CH:51][N:50]([CH2:54][O:55][CH2:56][CH2:57][Si:58]([CH3:61])([CH3:60])[CH3:59])[C:30]=2[N:31]=[C:32]([NH:34][C:35]2[CH:40]=[CH:39][C:38]([N:41]3[CH2:46][CH2:45][N:44]([CH3:47])[CH2:43][CH2:42]3)=[CH:37][C:36]=2[O:48][CH3:49])[N:33]=1.O. (2) Given the product [CH3:4][N:5]1[C:13]2[C:8](=[N:9][C:10]([CH:21]([NH2:22])[CH3:1])=[C:11]([N:14]3[CH2:20][C:16]4([CH2:19][O:18][CH2:17]4)[CH2:15]3)[CH:12]=2)[CH:7]=[CH:6]1, predict the reactants needed to synthesize it. The reactants are: [CH3:1][Mg]Br.[CH3:4][N:5]1[C:13]2[C:8](=[N:9][C:10]([C:21]#[N:22])=[C:11]([N:14]3[CH2:20][C:16]4([CH2:19][O:18][CH2:17]4)[CH2:15]3)[CH:12]=2)[CH:7]=[CH:6]1.[BH4-].[Na+].O. (3) Given the product [O:28]1[CH2:29][CH2:30][N:25]([C:21]2[O:20][C:19]3[C:15]([C:8]4[CH:9]=[CH:10][C:5]([C:3]([O:2][CH3:1])=[O:4])=[CH:6][CH:7]=4)=[CH:16][S:17][C:18]=3[C:23](=[O:24])[CH:22]=2)[CH2:26][CH2:27]1, predict the reactants needed to synthesize it. The reactants are: [CH3:1][O:2][C:3]([C:5]1[CH:10]=[CH:9][C:8](B(O)O)=[CH:7][CH:6]=1)=[O:4].Br[C:15]1[C:19]2[O:20][C:21]([N:25]3[CH2:30][CH2:29][O:28][CH2:27][CH2:26]3)=[CH:22][C:23](=[O:24])[C:18]=2[S:17][CH:16]=1.C(=O)([O-])[O-].[Cs+].[Cs+]. (4) The reactants are: [C:1]([OH:20])(=[O:19])[CH2:2][CH2:3][CH2:4][CH2:5][CH2:6][CH2:7][CH2:8]/[CH:9]=[CH:10]\[CH2:11][CH2:12][CH2:13][CH2:14][CH2:15][CH2:16][CH2:17][CH3:18].[NH3:21]. Given the product [C:1]([O-:20])(=[O:19])[CH2:2][CH2:3][CH2:4][CH2:5][CH2:6][CH2:7][CH2:8]/[CH:9]=[CH:10]\[CH2:11][CH2:12][CH2:13][CH2:14][CH2:15][CH2:16][CH2:17][CH3:18].[NH4+:21], predict the reactants needed to synthesize it.